This data is from Full USPTO retrosynthesis dataset with 1.9M reactions from patents (1976-2016). The task is: Predict the reactants needed to synthesize the given product. The reactants are: [Cl:1][C:2]1[CH:3]=[C:4]([C:30]2[CH2:31][CH2:32][C:33](=[O:36])[NH:34][N:35]=2)[CH:5]=[CH:6][C:7]=1[O:8][CH2:9][CH2:10][CH2:11][O:12][CH2:13][CH2:14][C:15]1[CH:20]=[CH:19][C:18]([O:21][CH2:22][C@@H:23]([OH:29])[CH2:24][NH:25][CH:26]([CH3:28])[CH3:27])=[CH:17][CH:16]=1.[C:37](N)(C)(C)C. Given the product [C:26]([NH:25][CH2:24][C@H:23]([OH:29])[CH2:22][O:21][C:18]1[CH:19]=[CH:20][C:15]([CH2:14][CH2:13][O:12][CH2:11][CH2:10][CH2:9][O:8][C:7]2[CH:6]=[CH:5][C:4]([C:30]3[CH2:31][CH2:32][C:33](=[O:36])[NH:34][N:35]=3)=[CH:3][C:2]=2[Cl:1])=[CH:16][CH:17]=1)([CH3:37])([CH3:28])[CH3:27], predict the reactants needed to synthesize it.